Dataset: Forward reaction prediction with 1.9M reactions from USPTO patents (1976-2016). Task: Predict the product of the given reaction. (1) Given the reactants [CH3:1][C:2]1[N:6]2[C:7]3[CH:13]=[C:12]([CH3:14])[N:11]([CH2:15][C:16]4[CH:21]=[CH:20][C:19]([CH2:22]O)=[CH:18][CH:17]=4)[C:8]=3[CH:9]=[CH:10][C:5]2=[N:4][N:3]=1.[CH3:24][NH:25][CH3:26].C1COCC1, predict the reaction product. The product is: [CH3:1][C:2]1[N:6]2[C:7]3[CH:13]=[C:12]([CH3:14])[N:11]([CH2:15][C:16]4[CH:21]=[CH:20][C:19]([CH2:22][N:25]([CH3:26])[CH3:24])=[CH:18][CH:17]=4)[C:8]=3[CH:9]=[CH:10][C:5]2=[N:4][N:3]=1. (2) Given the reactants [CH2:1]([C:3]1[CH:9]=[C:8]([CH3:10])[CH:7]=[C:6]([CH2:11][CH3:12])[C:4]=1N)[CH3:2].N([O-])=O.[Na+].S(=O)(=O)(O)N.[BrH:22], predict the reaction product. The product is: [CH2:1]([C:3]1[CH:9]=[C:8]([CH3:10])[CH:7]=[C:6]([CH2:11][CH3:12])[C:4]=1[Br:22])[CH3:2]. (3) Given the reactants [NH2:1][C:2]1[CH:6]=[CH:5][O:4][N:3]=1.[Br:7][C:8]1[C:13]([Cl:14])=[CH:12][C:11]([N:15]2[C:24]3[C:19](=[CH:20][C:21]([S:25](Cl)(=[O:27])=[O:26])=[CH:22][CH:23]=3)[C:18]([CH3:29])=[CH:17][C:16]2=[O:30])=[C:10]([O:31][CH3:32])[CH:9]=1.[Li+].C[Si]([N-][Si](C)(C)C)(C)C.O1CCOCC1, predict the reaction product. The product is: [Br:7][C:8]1[C:13]([Cl:14])=[CH:12][C:11]([N:15]2[C:24]3[C:19](=[CH:20][C:21]([S:25]([NH:1][C:2]4[CH:6]=[CH:5][O:4][N:3]=4)(=[O:26])=[O:27])=[CH:22][CH:23]=3)[C:18]([CH3:29])=[CH:17][C:16]2=[O:30])=[C:10]([O:31][CH3:32])[CH:9]=1. (4) Given the reactants [F:1][C:2]([F:32])([F:31])[C:3]1[CH:4]=[C:5]([NH:9][C:10]([N:12]2[C:20]3[C:15](=[CH:16][C:17]([O:21][C:22]4[CH:27]=[C:26]([N:28]=[N+]=[N-])[N:25]=[CH:24][N:23]=4)=[CH:18][CH:19]=3)[CH2:14][CH2:13]2)=[O:11])[CH:6]=[CH:7][CH:8]=1, predict the reaction product. The product is: [F:31][C:2]([F:1])([F:32])[C:3]1[CH:4]=[C:5]([NH:9][C:10]([N:12]2[C:20]3[C:15](=[CH:16][C:17]([O:21][C:22]4[CH:27]=[C:26]([NH2:28])[N:25]=[CH:24][N:23]=4)=[CH:18][CH:19]=3)[CH2:14][CH2:13]2)=[O:11])[CH:6]=[CH:7][CH:8]=1. (5) Given the reactants [H-].[H-].[H-].[H-].[Li+].[Al+3].[N:7]1([C:13]2[CH:14]=[N:15][CH:16]=[C:17]([CH:22]=2)[C:18](OC)=[O:19])[CH2:12][CH2:11][O:10][CH2:9][CH2:8]1, predict the reaction product. The product is: [N:7]1([C:13]2[CH:22]=[C:17]([CH2:18][OH:19])[CH:16]=[N:15][CH:14]=2)[CH2:12][CH2:11][O:10][CH2:9][CH2:8]1. (6) Given the reactants [CH2:1]([CH:8]1[CH2:17][CH2:16][C:11]2(OCC[O:12]2)[CH2:10][CH2:9]1)[C:2]1[CH:7]=[CH:6][CH:5]=[CH:4][CH:3]=1.O, predict the reaction product. The product is: [CH2:1]([CH:8]1[CH2:17][CH2:16][C:11](=[O:12])[CH2:10][CH2:9]1)[C:2]1[CH:7]=[CH:6][CH:5]=[CH:4][CH:3]=1. (7) The product is: [N:12]1[CH:11]=[CH:10][C:9]([C:23]2[C:31]3[C:26](=[CH:27][CH:28]=[C:29]([C:32]([O:34][CH3:35])=[O:33])[CH:30]=3)[NH:25][N:24]=2)=[CH:14][CH:13]=1. Given the reactants CC1(C)C(C)(C)OB([C:9]2[CH:14]=[CH:13][N:12]=[CH:11][CH:10]=2)O1.C(=O)([O-])[O-].[Na+].[Na+].Br[C:23]1[C:31]2[C:26](=[CH:27][CH:28]=[C:29]([C:32]([O:34][CH3:35])=[O:33])[CH:30]=2)[NH:25][N:24]=1, predict the reaction product.